From a dataset of Forward reaction prediction with 1.9M reactions from USPTO patents (1976-2016). Predict the product of the given reaction. (1) The product is: [OH:38][C@H:29]([CH2:30][O:31][C:32]1[CH:37]=[CH:36][CH:35]=[CH:34][CH:33]=1)[CH2:28][NH:27][CH:22]1[CH2:23][CH2:24][N:19]([C:16]2[CH:17]=[CH:18][C:13]([CH:12]=[C:8]3[S:7][C:6]([NH:5][C:3](=[NH:4])[N:2]([CH3:1])[CH3:26])=[N:10][C:9]3=[O:11])=[CH:14][CH:15]=2)[CH2:20][CH2:21]1. Given the reactants [CH3:1][N:2]([CH3:26])[C:3]([NH:5][C:6]1[S:7][C:8](=[CH:12][C:13]2[CH:18]=[CH:17][C:16]([N:19]3[CH2:24][CH2:23][C:22](=O)[CH2:21][CH2:20]3)=[CH:15][CH:14]=2)[C:9](=[O:11])[N:10]=1)=[NH:4].[NH2:27][CH2:28][C@H:29]([OH:38])[CH2:30][O:31][C:32]1[CH:37]=[CH:36][CH:35]=[CH:34][CH:33]=1, predict the reaction product. (2) Given the reactants FC(F)(F)C(O)=O.[S:8]1[CH:12]=[CH:11][C:10]2[C:13]([N:17]3[CH2:22][CH2:21][N:20](C(OC(C)(C)C)=O)[CH2:19][CH:18]3[CH3:30])=[CH:14][CH:15]=[CH:16][C:9]1=2.[Cl:31]CCl.[ClH:34], predict the reaction product. The product is: [ClH:31].[ClH:34].[S:8]1[CH:12]=[CH:11][C:10]2[C:13]([N:17]3[CH2:22][CH2:21][NH:20][CH2:19][CH:18]3[CH3:30])=[CH:14][CH:15]=[CH:16][C:9]1=2. (3) Given the reactants [CH2:1]([C:3]1[CH:4]=[N:5][C:6]([N:9]2[CH2:14][CH2:13][N:12]([C:15]3[N:22]=[CH:21][C:20]([C:23]4[CH:28]=[CH:27][C:26]([N:29]5[C:33](=[O:34])[N:32]([CH:35]([CH3:37])[CH3:36])[N:31]=[CH:30]5)=[C:25]([F:38])[CH:24]=4)=[CH:19][C:16]=3[C:17]#[N:18])[CH2:11][CH2:10]2)=[N:7][CH:8]=1)[CH3:2].[ClH:39], predict the reaction product. The product is: [ClH:39].[CH2:1]([C:3]1[CH:8]=[N:7][C:6]([N:9]2[CH2:10][CH2:11][N:12]([C:15]3[N:22]=[CH:21][C:20]([C:23]4[CH:28]=[CH:27][C:26]([N:29]5[C:33](=[O:34])[N:32]([CH:35]([CH3:37])[CH3:36])[N:31]=[CH:30]5)=[C:25]([F:38])[CH:24]=4)=[CH:19][C:16]=3[C:17]#[N:18])[CH2:13][CH2:14]2)=[N:5][CH:4]=1)[CH3:2]. (4) Given the reactants [C:1]1([CH3:27])[CH:6]=[CH:5][C:4]([S:7]([CH:10]([C:14]2[CH:19]=[C:18]([N+:20]([O-:22])=[O:21])[C:17]([O:23][CH3:24])=[C:16]([O:25][CH3:26])[CH:15]=2)[NH:11][CH:12]=O)(=[O:9])=[O:8])=[CH:3][CH:2]=1.O=P(Cl)(Cl)Cl.CCN(CC)CC, predict the reaction product. The product is: [CH3:26][O:25][C:16]1[CH:15]=[C:14]([CH:10]([N+:11]#[C-:12])[S:7]([C:4]2[CH:3]=[CH:2][C:1]([CH3:27])=[CH:6][CH:5]=2)(=[O:8])=[O:9])[CH:19]=[C:18]([N+:20]([O-:22])=[O:21])[C:17]=1[O:23][CH3:24]. (5) Given the reactants I[C:2]1[N:3]=[CH:4][N:5]([C:7]([C:20]2[CH:25]=[CH:24][CH:23]=[CH:22][CH:21]=2)([C:14]2[CH:19]=[CH:18][CH:17]=[CH:16][CH:15]=2)[C:8]2[CH:13]=[CH:12][CH:11]=[CH:10][CH:9]=2)[CH:6]=1.C([Mg]Br)C.[N:30]1[CH:35]=[CH:34][C:33]([CH:36]=[O:37])=[CH:32][CH:31]=1, predict the reaction product. The product is: [N:30]1[CH:35]=[CH:34][C:33]([CH:36]([C:2]2[N:3]=[CH:4][N:5]([C:7]([C:8]3[CH:9]=[CH:10][CH:11]=[CH:12][CH:13]=3)([C:20]3[CH:21]=[CH:22][CH:23]=[CH:24][CH:25]=3)[C:14]3[CH:19]=[CH:18][CH:17]=[CH:16][CH:15]=3)[CH:6]=2)[OH:37])=[CH:32][CH:31]=1. (6) Given the reactants [CH3:1][N:2]([CH3:17])[C:3]1([C:11]2[CH:16]=[CH:15][CH:14]=[CH:13][CH:12]=2)[CH2:8][CH2:7][C:6](=[O:9])[CH:5]([F:10])[CH2:4]1.[CH:18]1[CH:19]=[CH:20][C:21]2[NH:26][CH:25]=[C:24]([CH2:27][CH2:28]O)[C:22]=2[CH:23]=1.O([Si](C)(C)C)S(C(F)(F)F)(=O)=O.[OH-].[Na+], predict the reaction product. The product is: [F:10][CH:5]1[C:6]2([C:25]3[NH:26][C:21]4[C:22]([C:24]=3[CH2:27][CH2:28][O:9]2)=[CH:23][CH:18]=[CH:19][CH:20]=4)[CH2:7][CH2:8][C:3]([C:11]2[CH:16]=[CH:15][CH:14]=[CH:13][CH:12]=2)([N:2]([CH3:17])[CH3:1])[CH2:4]1. (7) Given the reactants [C:1]([NH:8][C@@H:9]([C:14]([OH:16])=O)[C:10]([CH3:13])([CH3:12])[CH3:11])([O:3][C:4]([CH3:7])([CH3:6])[CH3:5])=[O:2].C1C=CC2N(O)N=NC=2C=1.CCN=C=NCCCN(C)C.Cl.Cl.[CH3:40][C:41]1[N:45]2[C:46](=[O:56])[N:47]([CH2:49][CH:50]3[CH2:55][CH2:54][NH:53][CH2:52][CH2:51]3)[CH2:48][C:44]2=[CH:43][N:42]=1.C1CCN2C(=NCCC2)CC1, predict the reaction product. The product is: [CH3:13][C:10]([CH3:11])([CH3:12])[C@@H:9]([NH:8][C:1](=[O:2])[O:3][C:4]([CH3:5])([CH3:6])[CH3:7])[C:14]([N:53]1[CH2:54][CH2:55][CH:50]([CH2:49][N:47]2[CH2:48][C:44]3=[CH:43][N:42]=[C:41]([CH3:40])[N:45]3[C:46]2=[O:56])[CH2:51][CH2:52]1)=[O:16].